This data is from Full USPTO retrosynthesis dataset with 1.9M reactions from patents (1976-2016). The task is: Predict the reactants needed to synthesize the given product. (1) The reactants are: C(OC([N:8]1[CH:13]2[CH2:14][CH2:15][CH:9]1[CH2:10][CH:11]([OH:16])[CH2:12]2)=O)(C)(C)C.[ClH:17]. Given the product [ClH:17].[CH:9]12[NH:8][CH:13]([CH2:14][CH2:15]1)[CH2:12][CH:11]([OH:16])[CH2:10]2, predict the reactants needed to synthesize it. (2) Given the product [N:12]([C:10]1[N:11]=[C:6]2[CH:5]=[CH:4][C:3]([O:2][CH3:1])=[CH:8][N:7]2[N:9]=1)=[C:13]=[S:14], predict the reactants needed to synthesize it. The reactants are: [CH3:1][O:2][C:3]1[CH:4]=[CH:5][C:6]2[N:7]([N:9]=[C:10]([NH2:12])[N:11]=2)[CH:8]=1.[C:13](N1C=CC=CC1=O)(N1C=CC=CC1=O)=[S:14]. (3) Given the product [CH2:24]([S:28]([NH:31][C:21]([CH:19]1[CH2:18][N:17]([C:4]2[C:3]([C:1]#[N:2])=[CH:8][C:7]([C:9]([O:11][CH2:12][CH3:13])=[O:10])=[C:6]([CH:14]([F:15])[F:16])[N:5]=2)[CH2:20]1)=[O:23])(=[O:30])=[O:29])[CH2:25][CH2:26][CH3:27], predict the reactants needed to synthesize it. The reactants are: [C:1]([C:3]1[C:4]([N:17]2[CH2:20][CH:19]([C:21]([OH:23])=O)[CH2:18]2)=[N:5][C:6]([CH:14]([F:16])[F:15])=[C:7]([C:9]([O:11][CH2:12][CH3:13])=[O:10])[CH:8]=1)#[N:2].[CH2:24]([S:28]([NH2:31])(=[O:30])=[O:29])[CH2:25][CH2:26][CH3:27].